Dataset: Forward reaction prediction with 1.9M reactions from USPTO patents (1976-2016). Task: Predict the product of the given reaction. (1) Given the reactants [NH2:1][CH2:2][CH:3]([C:8]1([CH3:13])[O:12][CH2:11][CH2:10][O:9]1)[C:4]([O:6][CH3:7])=[O:5].[Br:14][C:15]1[CH:16]=[C:17]2[C:22](=O)[O:21][C:19](=[O:20])[C:18]2=[CH:24][CH:25]=1, predict the reaction product. The product is: [Br:14][C:15]1[CH:16]=[C:17]2[C:18](=[CH:24][CH:25]=1)[C:19](=[O:20])[N:1]([CH2:2][CH:3]([C:8]1([CH3:13])[O:9][CH2:10][CH2:11][O:12]1)[C:4]([O:6][CH3:7])=[O:5])[C:22]2=[O:21]. (2) The product is: [Cl:23][C:10]1[N:11]=[C:6]([C:2]2[O:1][CH:5]=[CH:4][CH:3]=2)[C:7]([C:15]2[CH:20]=[CH:19][N:18]=[CH:17][N:16]=2)=[CH:8][C:9]=1[C:13]#[N:14]. Given the reactants [O:1]1[CH:5]=[CH:4][CH:3]=[C:2]1[C:6]1[NH:11][C:10](=O)[C:9]([C:13]#[N:14])=[CH:8][C:7]=1[C:15]1[CH:20]=[CH:19][N:18]=[CH:17][N:16]=1.P(Cl)(Cl)([Cl:23])=O, predict the reaction product. (3) Given the reactants [N:1]1([C:49]([O:51][CH2:52][C:53]2[CH:58]=[CH:57][CH:56]=[CH:55][CH:54]=2)=[O:50])[CH2:5][CH2:4][CH2:3][C@H:2]1[C:6]([O:8][CH2:9][C:10]([C:12]1[CH:21]=[CH:20][C:19]2[C:14](=[CH:15][CH:16]=[CH:17][C:18]=2[O:22][CH2:23][C:24]2[CH:29]=[C:28]([C:30](=[O:47])[CH2:31][O:32][C:33]([C@@H:35]3[CH2:39][CH2:38][CH2:37][N:36]3[C:40]([O:42][C:43]([CH3:46])([CH3:45])[CH3:44])=[O:41])=[O:34])[CH:27]=[CH:26][C:25]=2Br)[CH:13]=1)=[O:11])=[O:7].C([O-])(=O)C.[Na+], predict the reaction product. The product is: [N:1]1([C:49]([O:51][CH2:52][C:53]2[CH:58]=[CH:57][CH:56]=[CH:55][CH:54]=2)=[O:50])[CH2:5][CH2:4][CH2:3][C@H:2]1[C:6]([O:8][CH2:9][C:10]([C:12]1[CH:21]=[CH:20][C:19]2[C:14]([CH:13]=1)=[CH:15][CH:16]=[C:17]1[C:18]=2[O:22][CH2:23][C:24]2[CH:29]=[C:28]([C:30](=[O:47])[CH2:31][O:32][C:33]([C@@H:35]3[CH2:39][CH2:38][CH2:37][N:36]3[C:40]([O:42][C:43]([CH3:46])([CH3:45])[CH3:44])=[O:41])=[O:34])[CH:27]=[CH:26][C:25]1=2)=[O:11])=[O:7]. (4) Given the reactants [CH:1]1[C:6]([CH:7]=O)=[CH:5][C:4]2[O:9][CH2:10][O:11][C:3]=2[CH:2]=1.[CH:12]([C:15]1[CH:21]=[CH:20][C:18]([NH2:19])=[CH:17][CH:16]=1)([CH3:14])[CH3:13], predict the reaction product. The product is: [O:11]1[C:3]2[CH:2]=[CH:1][C:6]([CH2:7][NH:19][C:18]3[CH:20]=[CH:21][C:15]([CH:12]([CH3:14])[CH3:13])=[CH:16][CH:17]=3)=[CH:5][C:4]=2[O:9][CH2:10]1. (5) Given the reactants [F:1][C:2]([F:16])([F:15])[C:3]1[CH:14]=[CH:13][C:6]2[S:7][C:8]([C:10]([OH:12])=O)=[CH:9][C:5]=2[CH:4]=1.CCN(C(C)C)C(C)C.CN(C(ON1N=NC2C=CC=CC1=2)=[N+](C)C)C.F[P-](F)(F)(F)(F)F.Cl.[NH:51]1[CH2:54][CH:53]([C:55]2([OH:69])[CH2:60][CH2:59][N:58]([C:61]([C:63]3[CH:68]=[CH:67][CH:66]=[CH:65][CH:64]=3)=[O:62])[CH2:57][CH2:56]2)[CH2:52]1, predict the reaction product. The product is: [C:63]1([C:61]([N:58]2[CH2:57][CH2:56][C:55]([CH:53]3[CH2:54][N:51]([C:10]([C:8]4[S:7][C:6]5[CH:13]=[CH:14][C:3]([C:2]([F:1])([F:16])[F:15])=[CH:4][C:5]=5[CH:9]=4)=[O:12])[CH2:52]3)([OH:69])[CH2:60][CH2:59]2)=[O:62])[CH:68]=[CH:67][CH:66]=[CH:65][CH:64]=1.